Dataset: Forward reaction prediction with 1.9M reactions from USPTO patents (1976-2016). Task: Predict the product of the given reaction. (1) Given the reactants C(OC(=O)[NH:7][CH:8]1[CH2:13][CH2:12][CH:11]([NH:14][C@@H:15]2[CH2:17][C@H:16]2[C:18]2[CH:23]=[CH:22][CH:21]=[CH:20][CH:19]=2)[CH2:10][CH2:9]1)(C)(C)C.[ClH:25], predict the reaction product. The product is: [ClH:25].[ClH:25].[C:18]1([C@@H:16]2[CH2:17][C@H:15]2[NH:14][C@H:11]2[CH2:10][CH2:9][C@H:8]([NH2:7])[CH2:13][CH2:12]2)[CH:19]=[CH:20][CH:21]=[CH:22][CH:23]=1. (2) Given the reactants C([Li])CCC.C[C:7]([CH3:10])([O-:9])C.[K+].[CH3:12][O:13][CH2:14][O:15][C:16]1[CH:21]=[CH:20][CH:19]=[C:18]([C:22]([F:25])([F:24])[F:23])[CH:17]=1.[OH2:26].[O:27]1[CH2:31][CH2:30]CC1, predict the reaction product. The product is: [CH3:12][O:13][CH2:14][O:15][C:16]1[CH:21]=[CH:20][CH:19]=[C:18]([C:22]([F:23])([F:24])[F:25])[C:17]=1[C:31](=[O:27])[C:30]([O:9][CH2:7][CH3:10])=[O:26]. (3) Given the reactants [F:1][C:2]1[CH:25]=[CH:24][CH:23]=[C:22]([F:26])[C:3]=1[CH2:4][O:5][C:6]1[C:7]2[N:8]([C:13]([C:17]([O:19]CC)=[O:18])=[C:14]([CH3:16])[N:15]=2)[CH:9]=[C:10]([F:12])[CH:11]=1.[OH-].[Li+].Cl, predict the reaction product. The product is: [F:26][C:22]1[CH:23]=[CH:24][CH:25]=[C:2]([F:1])[C:3]=1[CH2:4][O:5][C:6]1[C:7]2[N:8]([C:13]([C:17]([OH:19])=[O:18])=[C:14]([CH3:16])[N:15]=2)[CH:9]=[C:10]([F:12])[CH:11]=1. (4) Given the reactants [F:1][C:2]1[CH:3]=[C:4]([C@@H:8]2[N:12]([C:13]3[CH:18]=[CH:17][N:16]4[N:19]=[CH:20][C:21]([C:22](O)=[O:23])=[C:15]4[N:14]=3)[C@@:11]([CH2:26][OH:27])([CH3:25])[CH2:10][CH2:9]2)[CH:5]=[N:6][CH:7]=1.[F:28][C:29]([F:34])([F:33])[C@@H:30]([NH2:32])[CH3:31], predict the reaction product. The product is: [F:1][C:2]1[CH:3]=[C:4]([C@@H:8]2[N:12]([C:13]3[CH:18]=[CH:17][N:16]4[N:19]=[CH:20][C:21]([C:22]([NH:32][C@@H:30]([CH3:31])[C:29]([F:34])([F:33])[F:28])=[O:23])=[C:15]4[N:14]=3)[C@@:11]([CH2:26][OH:27])([CH3:25])[CH2:10][CH2:9]2)[CH:5]=[N:6][CH:7]=1.